Task: Predict the reaction yield, written as a fraction of the theoretical maximum amount of product (1.0 means a 100% yield; for example, 0.34 means a 34% yield).. Dataset: Reaction yield outcomes from USPTO patents with 853,638 reactions (1) The reactants are [C:1]([O:5][C:6](=[O:17])[NH:7][C:8]1[CH:13]=[CH:12][C:11]([CH2:14][NH2:15])=[C:10]([CH3:16])[N:9]=1)([CH3:4])([CH3:3])[CH3:2].[C:18]([CH2:20][C:21](O)=[O:22])#[N:19].CCN=C=NCCCN(C)C.Cl. The catalyst is CN(C=O)C. The product is [C:1]([O:5][C:6](=[O:17])[NH:7][C:8]1[CH:13]=[CH:12][C:11]([CH2:14][NH:15][C:21](=[O:22])[CH2:20][C:18]#[N:19])=[C:10]([CH3:16])[N:9]=1)([CH3:4])([CH3:3])[CH3:2]. The yield is 0.560. (2) The reactants are [H-].[Al+3].[Li+].[H-].[H-].[H-].C([CH2:10][C:11]1[CH:16]=[CH:15][C:14]([CH2:17][CH2:18][CH2:19][CH2:20][N:21]=[N+]=[N-])=[CH:13][CH:12]=1)(O)=O.[OH2:24].[OH-].[Na+]. The catalyst is C1COCC1. The product is [OH:24][CH2:10][C:11]1[CH:16]=[CH:15][C:14]([CH2:17][CH2:18][CH2:19][CH2:20][NH2:21])=[CH:13][CH:12]=1. The yield is 0.640. (3) The reactants are [Br:1][C:2]1[CH:7]=[C:6]([N+:8]([O-])=O)[C:5]([CH3:11])=[CH:4][C:3]=1[F:12].[CH3:13]CN(CC)CC.CN(C=O)C. The catalyst is CCOC(C)=O. The product is [Br:1][C:2]1[CH:7]=[C:6]2[C:5]([CH:11]=[CH:13][NH:8]2)=[CH:4][C:3]=1[F:12]. The yield is 0.760. (4) The reactants are N[C:2]1[CH:3]=[C:4]([C:8]#[C:9][C:10]2[N:11]([CH2:23][CH3:24])[C:12]3[C:17]([C:18]=2[C:19]#[N:20])=[CH:16][CH:15]=[C:14]([O:21][CH3:22])[CH:13]=3)[CH:5]=[CH:6][CH:7]=1.[CH3:25][P:26](Cl)([CH3:28])=[O:27].[N:30]1C=CC=CC=1. The catalyst is C1COCC1.CCOC(C)=O. The product is [C:19]([C:18]1[C:17]2[C:12](=[CH:13][C:14]([O:21][CH3:22])=[CH:15][CH:16]=2)[N:11]([CH2:23][CH3:24])[C:10]=1[C:9]#[C:8][C:4]1[CH:5]=[CH:6][C:7]([NH:30][P:26]([CH3:28])([CH3:25])=[O:27])=[CH:2][CH:3]=1)#[N:20]. The yield is 0.520. (5) The catalyst is CN(C)C=O. The reactants are [NH2:1][CH2:2][CH2:3][O:4][CH2:5][CH2:6][O:7][CH2:8][CH2:9][O:10][CH2:11][CH2:12][CH2:13][O:14][C:15]1[CH:20]=[CH:19][C:18]([N:21]2[C:25]([CH3:27])([CH3:26])[C:24](=[O:28])[N:23]([C:29]3[CH:36]=[CH:35][C:32]([C:33]#[N:34])=[C:31]([C:37]([F:40])([F:39])[F:38])[CH:30]=3)[C:22]2=[S:41])=[CH:17][CH:16]=1.[O:42]=[C:43]1[CH:48]([N:49]2[C:57](=[O:58])[C:56]3[C:51](=[CH:52][CH:53]=[CH:54][C:55]=3F)[C:50]2=[O:60])[CH2:47][CH2:46][C:45](=[O:61])[NH:44]1.C(N(C(C)C)C(C)C)C. The product is [O:42]=[C:43]1[CH:48]([N:49]2[C:57](=[O:58])[C:56]3[C:51](=[CH:52][CH:53]=[CH:54][C:55]=3[NH:1][CH2:2][CH2:3][O:4][CH2:5][CH2:6][O:7][CH2:8][CH2:9][O:10][CH2:11][CH2:12][CH2:13][O:14][C:15]3[CH:16]=[CH:17][C:18]([N:21]4[C:25]([CH3:27])([CH3:26])[C:24](=[O:28])[N:23]([C:29]5[CH:36]=[CH:35][C:32]([C:33]#[N:34])=[C:31]([C:37]([F:39])([F:38])[F:40])[CH:30]=5)[C:22]4=[S:41])=[CH:19][CH:20]=3)[C:50]2=[O:60])[CH2:47][CH2:46][C:45](=[O:61])[NH:44]1. The yield is 0.270. (6) The reactants are [Cl:1][C:2]1[CH:10]=[CH:9][CH:8]=[C:7]([Cl:11])[C:3]=1[CH:4]=[N:5][OH:6].ClN1C(=O)CCC1=O.[CH3:20][CH:21]([CH2:30][CH3:31])[C:22](=O)[CH2:23][C:24](OCC)=[O:25].[O-]CC.[Na+].[H-].C([Al+]CC(C)C)C(C)C.C1(C)C=CC=CC=1.[C@H](O)(C([O-])=O)[C@@H](O)C([O-])=O.[Na+].[K+]. The catalyst is CN(C)C=O.O1CCCC1.C(=O)=O.ClCCl.CO.C(OCC)(=O)C.CCOCC. The product is [Cl:1][C:2]1[CH:10]=[CH:9][CH:8]=[C:7]([Cl:11])[C:3]=1[C:4]1[C:23]([CH2:24][OH:25])=[C:22]([C@@H:21]([CH3:20])[CH2:30][CH3:31])[O:6][N:5]=1. The yield is 0.0700. (7) The reactants are [F:1][C:2]1[CH:22]=[CH:21][C:5]([CH2:6][O:7][CH2:8][C:9]([NH:11][CH2:12][CH2:13][CH2:14][CH:15]2[CH2:20][CH2:19][NH:18][CH2:17][CH2:16]2)=[O:10])=[CH:4][CH:3]=1.C(N(CC)CC)C.[CH3:30][O:31][C:32]1[CH:33]=[C:34]([N:40]=[C:41]=[O:42])[CH:35]=[CH:36][C:37]=1[O:38][CH3:39]. The product is [F:1][C:2]1[CH:22]=[CH:21][C:5]([CH2:6][O:7][CH2:8][C:9]([NH:11][CH2:12][CH2:13][CH2:14][CH:15]2[CH2:16][CH2:17][N:18]([C:41]([NH:40][C:34]3[CH:35]=[CH:36][C:37]([O:38][CH3:39])=[C:32]([O:31][CH3:30])[CH:33]=3)=[O:42])[CH2:19][CH2:20]2)=[O:10])=[CH:4][CH:3]=1. The yield is 0.420. The catalyst is C1COCC1. (8) The reactants are [NH2:1][C:2]1[CH:9]=[CH:8][C:7]([NH:10][C:11]2[CH:16]=[CH:15][C:14]([F:17])=[C:13]([Cl:18])[CH:12]=2)=[CH:6][C:3]=1[C:4]#N.[CH2:19]([Mg]Br)[CH3:20].C1C[O:26]CC1. No catalyst specified. The product is [NH2:1][C:2]1[CH:9]=[CH:8][C:7]([NH:10][C:11]2[CH:16]=[CH:15][C:14]([F:17])=[C:13]([Cl:18])[CH:12]=2)=[CH:6][C:3]=1[C:4](=[O:26])[CH2:19][CH3:20]. The yield is 0.380. (9) The reactants are [CH3:1][NH:2][C:3]1[CH:8]=[CH:7][N:6]=[C:5]([NH2:9])[CH:4]=1.Br[CH2:11][C:12]([C:14]1[CH:19]=[CH:18][CH:17]=[CH:16][C:15]=1[OH:20])=O.CC1C=CC(S(O)(=O)=O)=CC=1. The catalyst is CC(C)=O. The product is [CH3:1][NH:2][C:3]1[CH:8]=[CH:7][N:6]2[CH:11]=[C:12]([C:14]3[CH:19]=[CH:18][CH:17]=[CH:16][C:15]=3[OH:20])[N:9]=[C:5]2[CH:4]=1. The yield is 0.140. (10) The reactants are [CH3:1][S:2][C:3]1[CH:4]=[CH:5][C:6]([CH:9]([CH2:14][CH:15]2[CH2:20][CH2:19][O:18][CH2:17][CH2:16]2)[C:10](=[O:13])[CH:11]=[CH2:12])=[N:7][CH:8]=1.C(O)C.O1CCCC1.[OH:29][CH:30]([C:34]1[S:38][C:37]([CH:39]=[O:40])=[N:36][CH:35]=1)[CH2:31][O:32][CH3:33]. The catalyst is [Cl-].C([N+]1C(C)=C(CCO)SC=1)C1C=CC=CC=1.C(OCC)(=O)C.C(N(CC)CC)C. The product is [OH:29][CH:30]([C:34]1[S:38][C:37]([C:39](=[O:40])[CH2:12][CH2:11][C:10](=[O:13])[CH:9]([C:6]2[CH:5]=[CH:4][C:3]([S:2][CH3:1])=[CH:8][N:7]=2)[CH2:14][CH:15]2[CH2:16][CH2:17][O:18][CH2:19][CH2:20]2)=[N:36][CH:35]=1)[CH2:31][O:32][CH3:33]. The yield is 0.370.